From a dataset of Experimentally validated miRNA-target interactions with 360,000+ pairs, plus equal number of negative samples. Binary Classification. Given a miRNA mature sequence and a target amino acid sequence, predict their likelihood of interaction. (1) The miRNA is hsa-miR-3170 with sequence CUGGGGUUCUGAGACAGACAGU. Result: 0 (no interaction). The protein sequence of the target gene is MVQACEGRSRAQLPTLSLGADMTQPPPTKAPAKKHVRLQERRGSSVALMLDVQSLGTVEPICSVNTPREVTLHFLRTAGHPLTRWTLQHQPPSPKQLEEEFLKIPSNFVNPEDLDIPGHASKDRYKTILPNPQSRVCLGRAQSQEDSDYINANYIRGYDGKEKVYIATQGPMPNTVADFWEMVWQEDVSLIVMLTQLREGKEKCVHYWPTEEEAYGPFQIRIQDMKEHPEYTVRQLTIQHQQECRSVKHILFSAWPDHQTPESAGPLLRLVAEVETPETAANSGPIVVHCSAGIGRTGCF.... (2) The miRNA is hsa-miR-4709-3p with sequence UUGAAGAGGAGGUGCUCUGUAGC. The protein sequence of the target gene is MEEHSYIQKELDLQNGSLEEDSVVHSVENDSQNMMESLSPKKYSSSLRFKANGDYSGSYLTLSQPVPAKRSPSPLGTSVRSSPSLAKIQGSKQFSYDGTDKNIPMKPPTPLLNTTSSLSGYPLGRADFDHYTGRDSERALRLSEKPPYSKYSSRHKSHDNVYSLGGLEGRKASGSLLAMWNGSSLSDAGPPPISRSGAASMPSSPKQARKMSIQDSLALQPKLTRHKELASENINLRTRKYSSSSLSHMGAYSRSLPRLYRATENQLTPLSLPPRNSLGNSKRTKLGEKDLPHSVIDNDN.... Result: 1 (interaction). (3) The miRNA is hsa-miR-548o-5p with sequence AAAAGUAAUUGCGGUUUUUGCC. The protein sequence of the target gene is MSTESGPGTRLRNLPVMGDGLETSQMSTTQAQAQPQPANAASTNPPPPETSNPNKPKRQTNQLQYLLRVVLKTLWKHQFAWPFQQPVDAVKLNLPDYYKIIKTPMDMGTIKKRLENNYYWNAQECIQDFNTMFTNCYIYNKPGDDIVLMAEALEKLFLQKINELPTEETEIMIVQAKGRGRGRKETGAAKPGVSTVPNTTQASTSPQTQTPQQNPPPPVQATTHPFPAVTPDLIAQPPVMTMVPPQPLQTPSPVPPQPPPPPAPVPQPVQSHPPIIATTPQPVKTKKGVKRKADTTTPTT.... Result: 0 (no interaction).